From a dataset of Full USPTO retrosynthesis dataset with 1.9M reactions from patents (1976-2016). Predict the reactants needed to synthesize the given product. (1) Given the product [N:102]1[CH:103]=[CH:104][CH:105]=[CH:106][C:101]=1[CH2:100][NH:66][CH2:67][C:68]1[CH:73]=[CH:72][C:71]([CH2:74][N:75]([CH2:86][C:87]2[NH:91][C:90]3[CH:92]=[CH:93][C:94]([C:96]([F:99])([F:98])[F:97])=[CH:95][C:89]=3[N:88]=2)[CH:76]2[C:85]3[N:84]=[CH:83][CH:82]=[CH:81][C:80]=3[CH2:79][CH2:78][CH2:77]2)=[CH:70][CH:69]=1, predict the reactants needed to synthesize it. The reactants are: FC(F)(F)C1C=CC2N=C(CCl)NC=2C=1.C(OC(N(CC1C=CC=CN=1)CC1C=CC(CNC2C3N=CC=CC=3CCC2)=CC=1)=O)(C)(C)C.C(N(C(C)C)CC)(C)C.C(OC([N:66]([CH2:100][C:101]1[CH:106]=[CH:105][CH:104]=[CH:103][N:102]=1)[CH2:67][C:68]1[CH:73]=[CH:72][C:71]([CH2:74][N:75]([CH2:86][C:87]2[NH:91][C:90]3[CH:92]=[CH:93][C:94]([C:96]([F:99])([F:98])[F:97])=[CH:95][C:89]=3[N:88]=2)[CH:76]2[C:85]3[N:84]=[CH:83][CH:82]=[CH:81][C:80]=3[CH2:79][CH2:78][CH2:77]2)=[CH:70][CH:69]=1)=O)(C)(C)C. (2) Given the product [CH3:13][C:10]1[O:9][C:8]([C:4]2[CH:5]=[CH:6][CH:7]=[C:2]([B:14]3[O:18][C:17]([CH3:20])([CH3:19])[C:16]([CH3:22])([CH3:21])[O:15]3)[CH:3]=2)=[N:12][N:11]=1, predict the reactants needed to synthesize it. The reactants are: Br[C:2]1[CH:3]=[C:4]([C:8]2[O:9][C:10]([CH3:13])=[N:11][N:12]=2)[CH:5]=[CH:6][CH:7]=1.[B:14]1([B:14]2[O:18][C:17]([CH3:20])([CH3:19])[C:16]([CH3:22])([CH3:21])[O:15]2)[O:18][C:17]([CH3:20])([CH3:19])[C:16]([CH3:22])([CH3:21])[O:15]1.C([O-])(=O)C.[K+]. (3) Given the product [F:1][C:2]1[CH:7]=[C:6]([I:8])[CH:5]=[CH:4][C:3]=1[NH:9][C:10]1[N:11]([CH3:27])[C:12](=[O:26])[C:13]([CH3:25])=[CH:14][C:15]=1[C:16]([NH:18][O:19][CH2:20][CH2:21][OH:22])=[O:17], predict the reactants needed to synthesize it. The reactants are: [F:1][C:2]1[CH:7]=[C:6]([I:8])[CH:5]=[CH:4][C:3]=1[NH:9][C:10]1[N:11]([CH3:27])[C:12](=[O:26])[C:13]([CH3:25])=[CH:14][C:15]=1[C:16]([NH:18][O:19][CH2:20][CH2:21][O:22]C=C)=[O:17]. (4) Given the product [C:1]1([S:7]([N:10]2[CH2:14][CH:13]([C:15]3[CH:16]=[C:17]([C:38]4[CH:37]=[CH:36][CH:35]=[C:34]([NH:33][S:30]([CH3:29])(=[O:31])=[O:32])[CH:39]=4)[CH:18]=[CH:19][CH:20]=3)[N:12]([C:22]3[CH:27]=[CH:26][CH:25]=[CH:24][CH:23]=3)[C:11]2=[O:28])(=[O:9])=[O:8])[CH:6]=[CH:5][CH:4]=[CH:3][CH:2]=1, predict the reactants needed to synthesize it. The reactants are: [C:1]1([S:7]([N:10]2[CH2:14][CH:13]([C:15]3[CH:20]=[CH:19][CH:18]=[C:17](Br)[CH:16]=3)[N:12]([C:22]3[CH:27]=[CH:26][CH:25]=[CH:24][CH:23]=3)[C:11]2=[O:28])(=[O:9])=[O:8])[CH:6]=[CH:5][CH:4]=[CH:3][CH:2]=1.[CH3:29][S:30]([NH:33][C:34]1[CH:35]=[C:36](B(O)O)[CH:37]=[CH:38][CH:39]=1)(=[O:32])=[O:31].C(=O)([O-])[O-].[Na+].[Na+]. (5) The reactants are: [CH3:1][O:2][CH2:3][CH2:4][O:5][P:6]([CH2:13][C:14]1[CH:19]=[CH:18][C:17]([NH:20][C:21]2[N:26]=[C:25](Cl)[C:24]([C:28]([F:31])([F:30])[F:29])=[CH:23][N:22]=2)=[CH:16][CH:15]=1)(=[O:12])[O:7][CH2:8][CH2:9][O:10][CH3:11].[NH2:32][C:33]1[CH:34]=[CH:35][C:36]([CH:44]2[CH2:49][CH2:48][CH:47]([OH:50])[CH2:46][CH2:45]2)=[C:37]2[C:41]=1[C:40](=[O:42])[N:39]([CH3:43])[CH2:38]2. Given the product [CH3:1][O:2][CH2:3][CH2:4][O:5][P:6]([CH2:13][C:14]1[CH:19]=[CH:18][C:17]([NH:20][C:21]2[N:26]=[C:25]([NH:32][C:33]3[CH:34]=[CH:35][C:36]([C@H:44]4[CH2:45][CH2:46][C@H:47]([OH:50])[CH2:48][CH2:49]4)=[C:37]4[C:41]=3[C:40](=[O:42])[N:39]([CH3:43])[CH2:38]4)[C:24]([C:28]([F:31])([F:30])[F:29])=[CH:23][N:22]=2)=[CH:16][CH:15]=1)(=[O:12])[O:7][CH2:8][CH2:9][O:10][CH3:11], predict the reactants needed to synthesize it.